Dataset: Forward reaction prediction with 1.9M reactions from USPTO patents (1976-2016). Task: Predict the product of the given reaction. (1) Given the reactants [NH2:1][C@@H:2]1[CH2:7][CH2:6][C@H:5]([NH:8][C:9](=[O:18])[C:10]2[CH:15]=[CH:14][C:13]([F:16])=[C:12]([F:17])[CH:11]=2)[CH2:4][CH2:3]1.[Cl:19][C:20]1[N:25]=[C:24]([NH:26][CH2:27][CH3:28])[CH:23]=[CH:22][N:21]=1.C([O-])(O)=O.[Na+], predict the reaction product. The product is: [ClH:19].[CH2:27]([NH:26][C:24]1[CH:23]=[CH:22][N:21]=[C:20]([NH:1][C@@H:2]2[CH2:3][CH2:4][C@H:5]([NH:8][C:9](=[O:18])[C:10]3[CH:15]=[CH:14][C:13]([F:16])=[C:12]([F:17])[CH:11]=3)[CH2:6][CH2:7]2)[N:25]=1)[CH3:28]. (2) Given the reactants [SiH](CC)(CC)CC.[Br:8][C:9]1[CH:10]=[CH:11][C:12]([Cl:25])=[C:13]([C:15]([C:17]2[CH:22]=[CH:21][C:20]([CH2:23][Br:24])=[CH:19][CH:18]=2)=O)[CH:14]=1.C(S(O)(=O)=O)(F)(F)F, predict the reaction product. The product is: [Br:8][C:9]1[CH:10]=[CH:11][C:12]([Cl:25])=[C:13]([CH2:15][C:17]2[CH:22]=[CH:21][C:20]([CH2:23][Br:24])=[CH:19][CH:18]=2)[CH:14]=1. (3) Given the reactants [CH3:1][O:2][C:3](=[O:22])[C:4]([O:20][CH3:21])=[CH:5][C:6]1[CH:11]=[CH:10][CH:9]=[C:8]([O:12][CH2:13][C:14]2[CH:19]=[CH:18][CH:17]=[CH:16][CH:15]=2)[CH:7]=1.[Mg], predict the reaction product. The product is: [CH3:1][O:2][C:3](=[O:22])[CH:4]([O:20][CH3:21])[CH2:5][C:6]1[CH:11]=[CH:10][CH:9]=[C:8]([O:12][CH2:13][C:14]2[CH:19]=[CH:18][CH:17]=[CH:16][CH:15]=2)[CH:7]=1. (4) Given the reactants Cl[C:2]1[N:10]([CH2:11][CH:12]=[C:13]([CH3:15])[CH3:14])[C:9]2[C:8](=[O:16])[NH:7][C:6](=[O:17])[N:5]([CH3:18])[C:4]=2[N:3]=1.C(OC([N:26]1[CH2:32][CH2:31][CH2:30][NH:29][CH2:28][CH2:27]1)=O)(C)(C)C.[F:33][C:34]([F:39])([F:38])[C:35]([OH:37])=[O:36], predict the reaction product. The product is: [F:33][C:34]([F:39])([F:38])[C:35]([OH:37])=[O:36].[N:26]1([C:2]2[N:10]([CH2:11][CH:12]=[C:13]([CH3:15])[CH3:14])[C:9]3[C:8](=[O:16])[NH:7][C:6](=[O:17])[N:5]([CH3:18])[C:4]=3[N:3]=2)[CH2:32][CH2:31][CH2:30][NH:29][CH2:28][CH2:27]1. (5) Given the reactants [CH3:1][C@H:2]1[C:6](=[O:7])[O:5][C:4](=[O:8])[NH:3]1.[C:9](Cl)(=[O:11])[CH3:10].CN1CCOCC1, predict the reaction product. The product is: [C:9]([N:3]1[C@@H:2]([CH3:1])[C:6](=[O:7])[O:5][C:4]1=[O:8])(=[O:11])[CH3:10]. (6) Given the reactants [CH2:1]([O:8][C:9]1[C:14]([C:15]2[CH:16]=[C:17]([C:25]([CH3:28])([CH3:27])[CH3:26])[C:18]([O:23][CH3:24])=[C:19]([CH:22]=2)[CH:20]=O)=[CH:13][CH:12]=[CH:11][N:10]=1)[C:2]1[CH:7]=[CH:6][CH:5]=[CH:4][CH:3]=1.C[O-].[Na+].[N+](=[C:34](P(=O)(OC)OC)C(=O)C)=[N-], predict the reaction product. The product is: [CH2:1]([O:8][C:9]1[C:14]([C:15]2[CH:22]=[C:19]([C:20]#[CH:34])[C:18]([O:23][CH3:24])=[C:17]([C:25]([CH3:28])([CH3:26])[CH3:27])[CH:16]=2)=[CH:13][CH:12]=[CH:11][N:10]=1)[C:2]1[CH:3]=[CH:4][CH:5]=[CH:6][CH:7]=1. (7) Given the reactants [F:1][C:2]1[CH:7]=[CH:6][C:5]([N:8]2[CH2:13][CH2:12][N:11]([CH:14]3[CH2:18][CH2:17][C:16]([C:19]4[NH:28][C:27](=[O:29])[C:26]5[CH2:25][C:24]6([CH2:31][CH2:30]6)[CH2:23][CH2:22][C:21]=5[N:20]=4)=[CH:15]3)[CH2:10][CH2:9]2)=[CH:4][CH:3]=1.CO.[ClH:34], predict the reaction product. The product is: [ClH:34].[F:1][C:2]1[CH:3]=[CH:4][C:5]([N:8]2[CH2:13][CH2:12][N:11]([C@@H:14]3[CH2:18][CH2:17][C:16]([C:19]4[NH:28][C:27](=[O:29])[C:26]5[CH2:25][C:24]6([CH2:30][CH2:31]6)[CH2:23][CH2:22][C:21]=5[N:20]=4)=[CH:15]3)[CH2:10][CH2:9]2)=[CH:6][CH:7]=1. (8) Given the reactants [N:1]1[CH:6]=[CH:5][CH:4]=[C:3]([C:7]2[CH:20]=[CH:19][C:18]3[O:17][C:16]4[CH:15]=[CH:14][NH:13][C:12](=[O:21])[C:11]=4[C:10](=O)[C:9]=3[CH:8]=2)[CH:2]=1.[CH3:23][Mg]Br.C1(C)C=CC(S([O-])(=O)=O)=CC=1.[NH+]1C=CC=CC=1, predict the reaction product. The product is: [CH2:23]=[C:10]1[C:11]2[C:12](=[O:21])[NH:13][CH:14]=[CH:15][C:16]=2[O:17][C:18]2[CH:19]=[CH:20][C:7]([C:3]3[CH:2]=[N:1][CH:6]=[CH:5][CH:4]=3)=[CH:8][C:9]1=2. (9) Given the reactants Br[C:2]1[CH:7]=[C:6]([C:8]2[N:12]3[CH:13]=[CH:14][CH:15]=[CH:16][C:11]3=[N:10][C:9]=2[C:17]2[CH:22]=[CH:21][C:20]([F:23])=[C:19]([F:24])[CH:18]=2)[CH:5]=[CH:4][N:3]=1.[CH:25]([C:27]1[CH:32]=[CH:31][C:30](B(O)O)=[CH:29][CH:28]=1)=[O:26], predict the reaction product. The product is: [CH:25]([C:27]1[CH:32]=[CH:31][C:30]([C:2]2[CH:7]=[C:6]([C:8]3[N:12]4[CH:13]=[CH:14][CH:15]=[CH:16][C:11]4=[N:10][C:9]=3[C:17]3[CH:22]=[CH:21][C:20]([F:23])=[C:19]([F:24])[CH:18]=3)[CH:5]=[CH:4][N:3]=2)=[CH:29][CH:28]=1)=[O:26].